This data is from Peptide-MHC class II binding affinity with 134,281 pairs from IEDB. The task is: Regression. Given a peptide amino acid sequence and an MHC pseudo amino acid sequence, predict their binding affinity value. This is MHC class II binding data. (1) The MHC is DRB1_0405 with pseudo-sequence DRB1_0405. The peptide sequence is DVLREPHLYTFSFRN. The binding affinity (normalized) is 0.336. (2) The peptide sequence is QELQIVDKIDAAFKI. The MHC is DRB5_0101 with pseudo-sequence DRB5_0101. The binding affinity (normalized) is 0.654. (3) The peptide sequence is DLVANQPNLKALREK. The MHC is DRB1_1302 with pseudo-sequence DRB1_1302. The binding affinity (normalized) is 0.835. (4) The MHC is DRB3_0101 with pseudo-sequence DRB3_0101. The peptide sequence is YAFVGVMYNLWKMKTK. The binding affinity (normalized) is 0. (5) The binding affinity (normalized) is 0.308. The peptide sequence is EQKLIEKINAGFKAALAAAA. The MHC is HLA-DQA10301-DQB10302 with pseudo-sequence HLA-DQA10301-DQB10302.